Predict the product of the given reaction. From a dataset of Forward reaction prediction with 1.9M reactions from USPTO patents (1976-2016). (1) Given the reactants Cl.[NH:2]1[CH2:5][CH:4]([O:6][C:7]2[N:12]=[CH:11][C:10]([F:13])=[CH:9][N:8]=2)[CH2:3]1.C(N(C(C)C)CC)(C)C.[Cl:23][C:24]1[CH:29]=[C:28]([Cl:30])[CH:27]=[CH:26][C:25]=1[CH2:31][N:32]=[C:33]=[O:34], predict the reaction product. The product is: [Cl:23][C:24]1[CH:29]=[C:28]([Cl:30])[CH:27]=[CH:26][C:25]=1[CH2:31][NH:32][C:33]([N:2]1[CH2:3][CH:4]([O:6][C:7]2[N:8]=[CH:9][C:10]([F:13])=[CH:11][N:12]=2)[CH2:5]1)=[O:34]. (2) Given the reactants [O-]CC.[Na+].[C:5]1(=[O:11])[CH2:10][CH2:9][CH2:8][CH2:7][CH2:6]1.[C:12](OC)(=[O:17])[C:13]([O:15][CH3:16])=[O:14], predict the reaction product. The product is: [O:17]=[C:12]([CH:6]1[CH2:7][CH2:8][CH2:9][CH2:10][C:5]1=[O:11])[C:13]([O:15][CH3:16])=[O:14]. (3) The product is: [F:12][C:13]1[CH:20]=[CH:19][C:16]([CH2:17][NH:18][C:35](=[O:36])[C:34]2[CH:39]=[CH:40][N:41]=[C:32]([N:29]3[CH2:30][CH2:31][N:27]([CH2:26][C:25]4[CH:24]=[CH:23][C:22]([F:21])=[CH:44][CH:43]=4)[C:28]3=[O:42])[CH:33]=2)=[CH:15][CH:14]=1. Given the reactants C(N)C1C=CC=CC=1.C(N)C.[F:12][C:13]1[CH:20]=[CH:19][C:16]([CH2:17][NH2:18])=[CH:15][CH:14]=1.[F:21][C:22]1[CH:44]=[CH:43][C:25]([CH2:26][N:27]2[CH2:31][CH2:30][N:29]([C:32]3[CH:33]=[C:34]([CH:39]=[CH:40][N:41]=3)[C:35](OC)=[O:36])[C:28]2=[O:42])=[CH:24][CH:23]=1, predict the reaction product. (4) Given the reactants Br[C:2]1[C:3]([F:14])=[CH:4][N:5]=[C:6]2[C:11]=1[N:10]=[C:9]([O:12][CH3:13])[CH:8]=[CH:7]2.[C:15](OCC)(=O)[CH2:16][C:17]([O:19][CH2:20][CH3:21])=[O:18], predict the reaction product. The product is: [CH2:20]([O:19][C:17](=[O:18])[C:16]([C:2]1[C:11]2[C:6](=[CH:7][CH:8]=[C:9]([O:12][CH3:13])[N:10]=2)[N:5]=[CH:4][C:3]=1[F:14])=[CH2:15])[CH3:21].